Task: Predict the product of the given reaction.. Dataset: Forward reaction prediction with 1.9M reactions from USPTO patents (1976-2016) (1) Given the reactants [CH3:1][N:2]1[CH2:7][CH2:6][NH:5][CH2:4][CH2:3]1.C(N(CC)CC)C.[C:15]([NH:19][C:20]([C:22]1[CH:27]=[CH:26][C:25]([S:28]([N:31]2[C:39]3[C:34](=[CH:35][C:36]([O:40][CH2:41][CH3:42])=[CH:37][CH:38]=3)[C:33]([C:44]3[CH:45]=[C:46]([CH:50]=[CH:51][C:52]=3[Cl:53])[C:47](O)=[O:48])([CH3:43])[C:32]2=[O:54])(=[O:30])=[O:29])=[C:24]([O:55][CH3:56])[CH:23]=1)=[O:21])([CH3:18])([CH3:17])[CH3:16].O, predict the reaction product. The product is: [C:15]([NH:19][C:20](=[O:21])[C:22]1[CH:27]=[CH:26][C:25]([S:28]([N:31]2[C:39]3[C:34](=[CH:35][C:36]([O:40][CH2:41][CH3:42])=[CH:37][CH:38]=3)[C:33]([C:44]3[CH:45]=[C:46]([C:47]([N:5]4[CH2:6][CH2:7][N:2]([CH3:1])[CH2:3][CH2:4]4)=[O:48])[CH:50]=[CH:51][C:52]=3[Cl:53])([CH3:43])[C:32]2=[O:54])(=[O:30])=[O:29])=[C:24]([O:55][CH3:56])[CH:23]=1)([CH3:16])([CH3:17])[CH3:18]. (2) Given the reactants [Br:1][C:2]1[C:3]([O:15][CH3:16])=[C:4]2[C:9](=[CH:10][CH:11]=1)[CH:8]([C:12]([OH:14])=O)[O:7][CH2:6][CH2:5]2.C1N=CN(C(N2C=NC=C2)=O)C=1.[CH3:29][O:30][NH:31][CH3:32], predict the reaction product. The product is: [Br:1][C:2]1[C:3]([O:15][CH3:16])=[C:4]2[C:9](=[CH:10][CH:11]=1)[CH:8]([C:12]([N:31]([CH3:32])[O:30][CH3:29])=[O:14])[O:7][CH2:6][CH2:5]2. (3) Given the reactants C(N(C(C)C)CC)(C)C.C1N(P(Cl)(N2C(=O)OCC2)=O)C(=O)OC1.[Cl:25][CH2:26][CH2:27][CH2:28][CH:29]([CH:33]1[CH2:38][CH2:37][CH2:36][CH2:35][CH2:34]1)[C:30]([OH:32])=O.[C:39]([O:43][C:44]([CH3:47])([CH3:46])[CH3:45])(=[O:42])[NH:40][NH2:41], predict the reaction product. The product is: [Cl:25][CH2:26][CH2:27][CH2:28][CH:29]([CH:33]1[CH2:38][CH2:37][CH2:36][CH2:35][CH2:34]1)[C:30]([NH:41][NH:40][C:39]([O:43][C:44]([CH3:47])([CH3:46])[CH3:45])=[O:42])=[O:32]. (4) Given the reactants [NH2:1][C:2]1[CH:9]=[CH:8][CH:7]=[C:6]([CH2:10][CH2:11][C:12]([CH3:15])([CH3:14])[CH3:13])[C:3]=1[C:4]#[N:5].O=[C:17]([CH3:24])[CH2:18][C:19]([O:21][CH2:22][CH3:23])=[O:20], predict the reaction product. The product is: [CH2:22]([O:21][C:19]([C:18]1[C:17]([CH3:24])=[N:1][C:2]2[C:3]([C:4]=1[NH2:5])=[C:6]([CH2:10][CH2:11][C:12]([CH3:15])([CH3:14])[CH3:13])[CH:7]=[CH:8][CH:9]=2)=[O:20])[CH3:23].